Dataset: Catalyst prediction with 721,799 reactions and 888 catalyst types from USPTO. Task: Predict which catalyst facilitates the given reaction. (1) Reactant: [OH-].[K+].[C:3]([C:6]1[N:11]=[C:10]([C:12]2[CH:17]=[CH:16][C:15]([C:18]3[CH:23]=[CH:22][C:21]([CH2:24][C:25]([NH:27][CH2:28][C:29]([O:31]C)=[O:30])=[O:26])=[CH:20][C:19]=3[Cl:33])=[CH:14][CH:13]=2)[C:9]([CH3:34])=[N:8][C:7]=1[CH3:35])(=[O:5])[NH2:4].Cl. Product: [C:3]([C:6]1[N:11]=[C:10]([C:12]2[CH:17]=[CH:16][C:15]([C:18]3[CH:23]=[CH:22][C:21]([CH2:24][C:25]([NH:27][CH2:28][C:29]([OH:31])=[O:30])=[O:26])=[CH:20][C:19]=3[Cl:33])=[CH:14][CH:13]=2)[C:9]([CH3:34])=[N:8][C:7]=1[CH3:35])(=[O:5])[NH2:4]. The catalyst class is: 107. (2) Reactant: [Br:1]Br.C([O-])(=O)C.[K+].[C:8]([C:10]1[CH:11]=[C:12]([C:17]2[N:18]=[C:19]([C:22]([O:24][CH2:25][CH3:26])=[O:23])[S:20][CH:21]=2)[CH:13]=[C:14]([F:16])[CH:15]=1)#[N:9].S([O-])([O-])=O.[Na+].[Na+]. Product: [Br:1][C:21]1[S:20][C:19]([C:22]([O:24][CH2:25][CH3:26])=[O:23])=[N:18][C:17]=1[C:12]1[CH:13]=[C:14]([F:16])[CH:15]=[C:10]([C:8]#[N:9])[CH:11]=1. The catalyst class is: 15. (3) Reactant: [NH:1]1[CH:5]([C:6]([O:8][C:9]([CH3:12])([CH3:11])[CH3:10])=[O:7])[CH2:4][CH:3]=[N:2]1.C([BH3-])#N.[Na+].[CH:17]1[CH:22]=[CH:21][C:20]([CH2:23][O:24][C:25](Cl)=[O:26])=[CH:19][CH:18]=1. Product: [N:2]1([C:25]([O:24][CH2:23][C:20]2[CH:21]=[CH:22][CH:17]=[CH:18][CH:19]=2)=[O:26])[CH2:3][CH2:4][CH:5]([C:6]([O:8][C:9]([CH3:12])([CH3:11])[CH3:10])=[O:7])[NH:1]1. The catalyst class is: 15.